Task: Binary Classification. Given a miRNA mature sequence and a target amino acid sequence, predict their likelihood of interaction.. Dataset: Experimentally validated miRNA-target interactions with 360,000+ pairs, plus equal number of negative samples (1) The miRNA is hsa-miR-126-3p with sequence UCGUACCGUGAGUAAUAAUGCG. The protein sequence of the target gene is MTTQLPAYVAILLFYVSRASCQDTFTAAVYEHAAILPNATLTPVSREEALALMNRNLDILEGAITSAADQGAHIIVTPEDAIYGWNFNRDSLYPYLEDIPDPEVNWIPCNNRNRFGQTPVQERLSCLAKNNSIYVVANIGDKKPCDTSDPQCPPDGRYQYNTDVVFDSQGKLVARYHKQNLFMGENQFNVPKEPEIVTFNTTFGSFGIFTCFDILFHDPAVTLVKDFHVDTIVFPTAWMNVLPHLSAVEFHSAWAMGMRVNFLASNIHYPSKKMTGSGIYAPNSSRAFHYDMKTEEGKLL.... Result: 0 (no interaction). (2) The miRNA is mmu-miR-24-2-5p with sequence GUGCCUACUGAGCUGAAACAGU. The protein sequence of the target gene is MTRFSYAEYFSLFHSCSAPSRSTAPPESSPARAPMGLFQGVMQKYSSSLFKTSQLAPADPLIKAIKDGDEEALKTMIKEGKNLAEPNKEGWLPLHEAAYYGQVGCLKVLQRAYPGTIDQRTLQEETAVYLATCRGHLDCLLSLLQAGAEPDISNKSRETPLYKACERKNAEAVKILVQHNADTNHRCNRGWTALHESVSRNDLEVMQILVSGGAKVESKNAYGITPLFVAAQSGQLEALRFLAKYGADINTQASDNASALYEACKNEHEEVVEFLLSQGADANKTNKDGLLPLHIASKKG.... Result: 0 (no interaction). (3) The miRNA is hsa-miR-3621 with sequence CGCGGGUCGGGGUCUGCAGG. The protein sequence of the target gene is MLPPGTATLLTLLLAAGSLGQKPQRPRRPASPISTIQPKANFDAQQFAGTWLLVAVGSACRFLQEQGHRAEATTLHVAPQGTAMAVSTFRKLDGICWQVRQLYGDTGVLGRFLLQARDARGAVHVVVAETDYQSFAVLYLERAGQLSVKLYARSLPVSDSVLSGFEQRVQEAHLTEDQIFYFPKYGFCEAADQFHVLDEVRR. Result: 0 (no interaction). (4) The miRNA is mmu-miR-411-3p with sequence UAUGUAACACGGUCCACUAACC. The protein sequence of the target gene is MVLGGCPVSYLLLCGQAALLLGNLLLLHCVSRSHSQNATAEPELTSAGAAQPEGPGGAASWEYGDPHSPVILCSYLPDEFIECEDPVDHVGNATASQELGYGCLKFGGQAYSDVEHTSVQCHALDGIECASPRTFLRENKPCIKYTGHYFITTLLYSFFLGCFGVDRFCLGHTGTAVGKLLTLGGLGIWWFVDLILLITGGLMPSDGSNWCTVY. Result: 0 (no interaction). (5) The miRNA is hsa-miR-519c-3p with sequence AAAGUGCAUCUUUUUAGAGGAU. Result: 1 (interaction). The protein sequence of the target gene is MQKATYYDNAAAALFGGYSSYPGSNGFGFDVPPQPPFQAATHLEGDYQRSACSLQSLGNAAPHAKSKELNGSCMRPGLAPEPLSAPPGSPPPSAAPTSATSNSSNGGGPSKSGPPKCGPGTNSTLTKQIFPWMKESRQTSKLKNNSPGTAEGCGGGGGGGGGGGSGGSGGGGGGGGGGDKSPPGSAASKRARTAYTSAQLVELEKEFHFNRYLCRPRRVEMANLLNLSERQIKIWFQNRRMKYKKDQKAKGLASSSGGPSPAGSPPQPMQSTAGFMNALHSMTPSYESPSPPAFGKAHQN.... (6) Result: 0 (no interaction). The miRNA is mmu-miR-3092-3p with sequence GAAUGGGGCUGUUUCCCCUCC. The protein sequence of the target gene is MPAAAGDGLLGEPAAPGGDGGAEDTTRPAAACEGSFLPAWVSGVSRERLRDFQHHKRVGNYLIGSRKLGEGSFAKVREGLHVLTGEKVAIKVIDKKRAKKDTYVTKNLRREGQIQQMIRHPNITQLLDILETENSYYLVMELCPGGNLMHKIYEKKRLDEAEARRYIRQLISAVEHLHRAGVVHRDLKIENLLLDEDNNIKLIDFGLSNCAGILGYSDPFSTQCGSPAYAAPELLARKKYGPKIDVWSIGVNMYAMLTGTLPFTVEPFSLRALYQKMVDKAMNPLPTQLSTGAVNFLRSL.... (7) The miRNA is hsa-miR-548ag with sequence AAAGGUAAUUGUGGUUUCUGC. The protein sequence of the target gene is MADLDSPPKLSGVQQPSEGVGGGRCSEISAELIRSLTELQELEAVYERLCGEEKVVERELDALLEQQNTIESKMVTLHRMGPNLQLIEGDAKQLAGMITFTCNLAENVSSKVRQLDLAKNRLYQAIQRADDILDLKFCMDGVQTALRSEDYEQAAAHTHRYLCLDKSVIELSRQGKEGSMIDANLKLLQEAEQRLKAIVAEKFAIATKEGDLPQVERFFKIFPLLGLHEEGLRKFSEYLCKQVASKAEENLLMVLGTDMSDRRAAVIFADTLTLLFEGIARIVETHQPIVETYYGPGRLY.... Result: 0 (no interaction). (8) The miRNA is mmu-miR-654-3p with sequence UAUGUCUGCUGACCAUCACCUU. The protein sequence of the target gene is MAGGKQFTFSYENEVCKQDYFIKSPPSQLFSSVTSWKKRFFILSKAGEKSFSLSYYKDHHHRGSIEIDQNSSVEVGISSQEKMQSVQKMFKCHPDEVMSIRTTNREYFLIGHDREKIKDWVSFMSSFRQDIKATQQNTEEELSLGNKRTLFYSSPLLGPSSTSEAVGSSSPRNGLQDKHLMEQSSPGFRQTHLQDLSEATQDVKEENHYLTPRSVLLELDNIIASSDSGESIETDGPDQVSGRIECHYEPMESSFFKETSHESVDSSKEEPQTLPETQDGDLHLQEQGSGIDWCLSPADV.... Result: 0 (no interaction). (9) The miRNA is hsa-miR-3192-3p with sequence CUCUGAUCGCCCUCUCAGCUC. The protein sequence of the target gene is MTNSKGRSITDKTSGGPSSGGGFVDWTLRLNTIQSDKFLNLLLSMVPVIYQKNQEDRHKKANGIWQDGLSTAVQTFSNRSEQHMEYHSFSEQSFHANNGHASSSCSQKYDDYANYNYCDGRETSETTAMLQDEDISSDGDEDAIVEVTPKLPKESSGIMALQILVPFLLAGFGTVSAGMVLDIVQHWEVFRKVTEVFILVPALLGLKGNLEMTLASRLSTAVNIGKMDSPIEKWNLIIGNLALKQVQATVVGFLAAVAAIILGWIPEGKYYLDHSILLCSSSVATAFIASLLQGIIMVGV.... Result: 0 (no interaction).